This data is from Reaction yield outcomes from USPTO patents with 853,638 reactions. The task is: Predict the reaction yield, written as a fraction of the theoretical maximum amount of product (1.0 means a 100% yield; for example, 0.34 means a 34% yield). (1) The reactants are Br[C:2]1[CH:3]=[N:4][N:5]([CH3:18])[C:6]=1[C:7]1[CH:8]=[C:9]([C:14]([O:16][CH3:17])=[O:15])[S:10][C:11]=1[CH2:12][CH3:13].[C:19](=O)([O-])[O-].[K+].[K+].CB1OB(C)OB(C)O1. The catalyst is CN(C)C=O.C1C=CC(P(C2C=CC=CC=2)[C-]2C=CC=C2)=CC=1.C1C=CC(P(C2C=CC=CC=2)[C-]2C=CC=C2)=CC=1.Cl[Pd]Cl.[Fe+2]. The product is [CH3:18][N:5]1[C:6]([C:7]2[CH:8]=[C:9]([C:14]([O:16][CH3:17])=[O:15])[S:10][C:11]=2[CH2:12][CH3:13])=[C:2]([CH3:19])[CH:3]=[N:4]1. The yield is 0.560. (2) The reactants are [C:1]([OH:17])(=[O:16])[C:2]([C:10]1[CH:15]=[CH:14][CH:13]=[CH:12][CH:11]=1)([C:4]1[CH:9]=[CH:8][CH:7]=[CH:6][CH:5]=1)[OH:3].O1[B:23]([C@@H:24]([NH:29][C:30](=[O:43])[CH2:31][NH:32][C:33](=[O:42])[C:34]2[CH:39]=[C:38]([Cl:40])[CH:37]=[CH:36][C:35]=2[Cl:41])[CH2:25][CH:26]([CH3:28])[CH3:27])O[B:23]([C@@H:24]([NH:29][C:30](=[O:43])[CH2:31][NH:32][C:33](=[O:42])[C:34]2[CH:39]=[C:38]([Cl:40])[CH:37]=[CH:36][C:35]=2[Cl:41])[CH2:25][CH:26]([CH3:28])[CH3:27])O[B:23]1[C@@H:24]([NH:29][C:30](=[O:43])[CH2:31][NH:32][C:33](=[O:42])[C:34]1[CH:39]=[C:38]([Cl:40])[CH:37]=[CH:36][C:35]=1[Cl:41])[CH2:25][CH:26]([CH3:28])[CH3:27]. The catalyst is CCOC(C)=O. The product is [Cl:41][C:35]1[CH:36]=[CH:37][C:38]([Cl:40])=[CH:39][C:34]=1[C:33]([NH:32][CH2:31][C:30]([NH:29][C@H:24]([B:23]1[O:3][C:2]([C:10]2[CH:11]=[CH:12][CH:13]=[CH:14][CH:15]=2)([C:4]2[CH:9]=[CH:8][CH:7]=[CH:6][CH:5]=2)[C:1](=[O:17])[O:16]1)[CH2:25][CH:26]([CH3:28])[CH3:27])=[O:43])=[O:42]. The yield is 0.950. (3) The reactants are [CH3:1][O:2][C:3]1[CH:4]=[C:5]2[C:10](=[CH:11][C:12]=1[O:13][CH3:14])[N:9]=[CH:8][CH:7]=[C:6]2[O:15][C:16]1[CH:22]=[CH:21][C:19]([NH2:20])=[C:18]([F:23])[CH:17]=1.C(O)C.[Cl:27][C:28]1[CH:29]=[C:30]([C:34]([N:36]=[C:37]=[S:38])=[O:35])[CH:31]=[CH:32][CH:33]=1. The catalyst is C1(C)C=CC=CC=1. The product is [Cl:27][C:28]1[CH:29]=[C:30]([CH:31]=[CH:32][CH:33]=1)[C:34]([NH:36][C:37]([NH:20][C:19]1[CH:21]=[CH:22][C:16]([O:15][C:6]2[C:5]3[C:10](=[CH:11][C:12]([O:13][CH3:14])=[C:3]([O:2][CH3:1])[CH:4]=3)[N:9]=[CH:8][CH:7]=2)=[CH:17][C:18]=1[F:23])=[S:38])=[O:35]. The yield is 0.930. (4) The reactants are Br[C:2]1[N:3]=[C:4]([NH:11][C:12]2[CH:13]=[N:14][N:15]([CH:17]([CH3:19])[CH3:18])[CH:16]=2)[C:5]2[N:6]([CH:8]=[CH:9][N:10]=2)[CH:7]=1.[NH:20]1[C:28]2[C:23](=[CH:24][CH:25]=[C:26](B(O)O)[CH:27]=2)[CH:22]=[N:21]1. The catalyst is C(=O)([O-])[O-].[Na+].[Na+].O1CCOCC1.C(Cl)Cl.O.C1C=CC([P]([Pd]([P](C2C=CC=CC=2)(C2C=CC=CC=2)C2C=CC=CC=2)([P](C2C=CC=CC=2)(C2C=CC=CC=2)C2C=CC=CC=2)[P](C2C=CC=CC=2)(C2C=CC=CC=2)C2C=CC=CC=2)(C2C=CC=CC=2)C2C=CC=CC=2)=CC=1. The product is [NH:20]1[C:28]2[C:23](=[CH:24][CH:25]=[C:26]([C:2]3[N:3]=[C:4]([NH:11][C:12]4[CH:13]=[N:14][N:15]([CH:17]([CH3:19])[CH3:18])[CH:16]=4)[C:5]4[N:6]([CH:8]=[CH:9][N:10]=4)[CH:7]=3)[CH:27]=2)[CH:22]=[N:21]1. The yield is 0.350. (5) The reactants are [Cl:1][C:2]1[C:11]2[C:6](=[CH:7][CH:8]=[CH:9][CH:10]=2)[CH:5]=[CH:4][N:3]=1.[Cl:12][S:13](O)(=[O:15])=[O:14]. No catalyst specified. The product is [Cl:1][C:2]1[C:11]2[CH:10]=[CH:9][CH:8]=[C:7]([S:13]([Cl:12])(=[O:15])=[O:14])[C:6]=2[CH:5]=[CH:4][N:3]=1. The yield is 0.860. (6) The reactants are [Cl:1][C:2]1[CH:7]=[C:6]([C:8](=[O:10])[CH3:9])[CH:5]=[CH:4][N:3]=1.[BrH:11].BrBr. The catalyst is CC(O)=O. The product is [BrH:11].[Br:11][CH2:9][C:8]([C:6]1[CH:5]=[CH:4][N:3]=[C:2]([Cl:1])[CH:7]=1)=[O:10]. The yield is 0.530. (7) The reactants are N(C(OCC)=O)=NC(OCC)=O.[Cl:13][C:14]1[C:23]2[C:18](=[CH:19][C:20]([O:25][CH3:26])=[C:21]([OH:24])[CH:22]=2)[N:17]=[CH:16][N:15]=1.[C:27]([N:30]1[CH2:35][CH2:34][N:33]([CH2:36][CH2:37][CH2:38]O)[CH2:32][CH2:31]1)(=[O:29])[CH3:28].C1(P(C2C=CC=CC=2)C2C=CC=CC=2)C=CC=CC=1. The catalyst is C(Cl)Cl. The product is [C:27]([N:30]1[CH2:35][CH2:34][N:33]([CH2:36][CH2:37][CH2:38][O:24][C:21]2[CH:22]=[C:23]3[C:18](=[CH:19][C:20]=2[O:25][CH3:26])[N:17]=[CH:16][N:15]=[C:14]3[Cl:13])[CH2:32][CH2:31]1)(=[O:29])[CH3:28]. The yield is 0.720.